This data is from Forward reaction prediction with 1.9M reactions from USPTO patents (1976-2016). The task is: Predict the product of the given reaction. The product is: [Cl:19][C:10]1[C:9]2[C:8]([N:7]=[C:1]3[C:6]=1[CH2:5][CH2:4][CH2:3][CH2:2]3)=[CH:16][CH:15]=[CH:14][CH:13]=2. Given the reactants [C:1]1(=[N:7][C:8]2[CH:16]=[CH:15][CH:14]=[CH:13][C:9]=2[C:10](O)=O)[CH2:6][CH2:5][CH2:4][CH2:3][CH2:2]1.P(Cl)(Cl)([Cl:19])=O, predict the reaction product.